The task is: Predict which catalyst facilitates the given reaction.. This data is from Catalyst prediction with 721,799 reactions and 888 catalyst types from USPTO. (1) Reactant: [O:1]([C:8]1[C:13]2=[C:14]([CH3:18])[C:15]([OH:17])=[CH:16][N:12]2[N:11]=[CH:10][N:9]=1)[C:2]1[CH:7]=[CH:6][CH:5]=[CH:4][CH:3]=1.Br[CH2:20][CH2:21][CH2:22]Br.C([O-])([O-])=O.[K+].[K+].[CH3:30][S:31]([NH2:34])(=[O:33])=[O:32]. Product: [CH3:18][C:14]1[C:15]([O:17][CH2:20][CH2:21][CH2:22][NH:34][S:31]([CH3:30])(=[O:33])=[O:32])=[CH:16][N:12]2[C:13]=1[C:8]([O:1][C:2]1[CH:3]=[CH:4][CH:5]=[CH:6][CH:7]=1)=[N:9][CH:10]=[N:11]2. The catalyst class is: 174. (2) Reactant: [CH2:1]([O:4][CH:5]([C:18]1[CH:23]=[CH:22][CH:21]=[C:20]([C:24]2[C:29]([CH3:30])=[CH:28][C:27]([CH3:31])=[CH:26][C:25]=2[CH3:32])[N:19]=1)[CH:6]=[C:7]([C:13]([O:15][CH2:16][CH3:17])=[O:14])[C:8]([O:10]CC)=O)[CH2:2][CH3:3]. Product: [C:29]1([CH3:30])[CH:28]=[C:27]([CH3:31])[CH:26]=[C:25]([CH3:32])[C:24]=1[C:20]1[N:19]2[C:18]([CH:23]=[CH:22][CH:21]=1)=[C:5]([O:4][CH2:1][CH2:2][CH3:3])[CH:6]=[C:7]([C:13]([O:15][CH2:16][CH3:17])=[O:14])[C:8]2=[O:10]. The catalyst class is: 736. (3) Reactant: [OH-].[Na+].[NH2:3][CH2:4][CH2:5][CH2:6][CH2:7][OH:8].[C:9](O[C:9]([O:11][C:12]([CH3:15])([CH3:14])[CH3:13])=[O:10])([O:11][C:12]([CH3:15])([CH3:14])[CH3:13])=[O:10]. Product: [OH:8][CH2:7][CH2:6][CH2:5][CH2:4][NH:3][C:9](=[O:10])[O:11][C:12]([CH3:15])([CH3:14])[CH3:13]. The catalyst class is: 10. (4) The catalyst class is: 214. Reactant: [NH2:1][C:2]1[CH:7]=[C:6]([O:8][C:9]2[CH:14]=[CH:13][C:12]([NH:15][C:16](=[O:28])[CH2:17][C:18]([NH:20][C:21]3[CH:26]=[CH:25][C:24]([F:27])=[CH:23][CH:22]=3)=[O:19])=[C:11]([F:29])[CH:10]=2)[CH:5]=[CH:4][N:3]=1.[CH2:30]([N:32]([CH2:35]C)[CH2:33]C)C.ClC(OC1C=CC=CC=1)=[O:39].C(OCC)C. Product: [CH3:30][N:32]([CH3:35])[C:33](=[O:39])[NH:1][C:2]1[CH:7]=[C:6]([O:8][C:9]2[CH:14]=[CH:13][C:12]([NH:15][C:16](=[O:28])[CH2:17][C:18]([NH:20][C:21]3[CH:26]=[CH:25][C:24]([F:27])=[CH:23][CH:22]=3)=[O:19])=[C:11]([F:29])[CH:10]=2)[CH:5]=[CH:4][N:3]=1. (5) Reactant: [Cl:1][CH2:2][CH2:3][CH2:4][N:5]([CH2:13][CH2:14][C:15]1[CH:20]=[CH:19][C:18]([C:21]#[N:22])=[CH:17][CH:16]=1)C(=O)OC(C)(C)C.[F:23][C:24]([F:29])([F:28])[C:25]([OH:27])=[O:26]. Product: [F:23][C:24]([F:29])([F:28])[C:25]([OH:27])=[O:26].[Cl:1][CH2:2][CH2:3][CH2:4][NH:5][CH2:13][CH2:14][C:15]1[CH:16]=[CH:17][C:18]([C:21]#[N:22])=[CH:19][CH:20]=1. The catalyst class is: 4. (6) Reactant: [Br:1][CH2:2][C:3]1[C:19]([C:20]#[N:21])=[CH:18][C:6]([C:7]([N:9](C)[C:10](=O)OC(C)(C)C)=[O:8])=[C:5]([O:22][CH2:23][CH3:24])[CH:4]=1. Product: [CH3:10][NH:9][C:7](=[O:8])[C:6]1[CH:18]=[C:19]([C:20]#[N:21])[C:3]([CH2:2][Br:1])=[CH:4][C:5]=1[O:22][CH2:23][CH3:24]. The catalyst class is: 281. (7) Reactant: [NH:1]1[C:9]2[C:4](=[CH:5][CH:6]=[CH:7][CH:8]=2)[C:3]([C:10]([O:12][CH3:13])=[O:11])=[CH:2]1.[CH:14]([C:17]1[CH:22]=[CH:21][CH:20]=[CH:19][C:18]=1B(O)O)([CH3:16])[CH3:15].N1C=CC=CC=1.C(N(CC)CC)C. Product: [CH:14]([C:17]1[CH:22]=[CH:21][CH:20]=[CH:19][C:18]=1[N:1]1[C:9]2[C:4](=[CH:5][CH:6]=[CH:7][CH:8]=2)[C:3]([C:10]([O:12][CH3:13])=[O:11])=[CH:2]1)([CH3:16])[CH3:15]. The catalyst class is: 732. (8) Product: [F:30][C:31]([F:44])([F:43])[S:32]([O:11][C:8]1[CH:9]=[CH:10][C:5]([C:1]([CH3:4])([CH3:2])[CH3:3])=[CH:6][C:7]=1[F:12])(=[O:34])=[O:33]. The catalyst class is: 22. Reactant: [C:1]([C:5]1[CH:10]=[CH:9][C:8]([OH:11])=[C:7]([F:12])[CH:6]=1)([CH3:4])([CH3:3])[CH3:2].CN(C)C1C=CC=CN=1.N1C(C)=CC=CC=1C.[F:30][C:31]([F:44])([F:43])[S:32](O[S:32]([C:31]([F:44])([F:43])[F:30])(=[O:34])=[O:33])(=[O:34])=[O:33]. (9) Reactant: [CH3:1][N:2]1[CH2:7][CH2:6][N:5]([C:8]2[N:13]=[CH:12][C:11]([NH:14][C:15](=[O:22])OCC(Cl)(Cl)Cl)=[CH:10][CH:9]=2)[CH2:4][CH2:3]1.[C:23]1([C:29]2[N:33]=[C:32]([N:34]3[CH2:39][CH2:38][NH:37][CH2:36][CH2:35]3)[S:31][N:30]=2)[CH:28]=[CH:27][CH:26]=[CH:25][CH:24]=1.C(N(C(C)C)CC)(C)C.O. Product: [CH3:1][N:2]1[CH2:3][CH2:4][N:5]([C:8]2[N:13]=[CH:12][C:11]([NH:14][C:15]([N:37]3[CH2:38][CH2:39][N:34]([C:32]4[S:31][N:30]=[C:29]([C:23]5[CH:28]=[CH:27][CH:26]=[CH:25][CH:24]=5)[N:33]=4)[CH2:35][CH2:36]3)=[O:22])=[CH:10][CH:9]=2)[CH2:6][CH2:7]1. The catalyst class is: 16.